Predict the reaction yield, written as a fraction of the theoretical maximum amount of product (1.0 means a 100% yield; for example, 0.34 means a 34% yield). From a dataset of Reaction yield outcomes from USPTO patents with 853,638 reactions. (1) The reactants are Br[CH2:2][C:3]1[CH:4]=[CH:5][C:6]([Cl:12])=[C:7]([CH:11]=1)[C:8]([O-:10])=[O:9].[CH2:13]([NH:15][CH2:16][CH3:17])[CH3:14].[C:18](=O)([O-])[O-].[K+].[K+]. The catalyst is CC(C)=O. The product is [Cl:12][C:6]1[CH:5]=[CH:4][C:3]([CH2:2][N:15]([CH2:16][CH3:17])[CH2:13][CH3:14])=[CH:11][C:7]=1[C:8]([O:10][CH3:18])=[O:9]. The yield is 0.990. (2) The reactants are Cl[C:2]1[C:7]([N+:8]([O-:10])=[O:9])=[CH:6][C:5]([N+:11]([O-:13])=[O:12])=[CH:4][C:3]=1[C:14]([F:17])([F:16])[F:15].[N:18]1([CH:23]2[CH2:28][CH2:27][NH:26][CH2:25][CH2:24]2)[CH2:22][CH2:21][CH2:20][CH2:19]1.C(N(CC)CC)C.O. The catalyst is ClCCl. The product is [N:18]1([CH:23]2[CH2:28][CH2:27][N:26]([C:2]3[C:3]([C:14]([F:17])([F:16])[F:15])=[CH:4][C:5]([N+:11]([O-:13])=[O:12])=[CH:6][C:7]=3[N+:8]([O-:10])=[O:9])[CH2:25][CH2:24]2)[CH2:22][CH2:21][CH2:20][CH2:19]1. The yield is 0.390. (3) The reactants are [N+:1]([C:4]1[CH:9]=[CH:8][C:7]([NH2:10])=[C:6]([NH2:11])[CH:5]=1)([O-:3])=[O:2].[CH3:12][O:13][C:14]1[CH:22]=[CH:21][CH:20]=[CH:19][C:15]=1[C:16](O)=O.[K+].[Br-]. The catalyst is C1(C)C=CC=CC=1.C(OCC)(=O)C. The product is [CH3:12][O:13][C:14]1[CH:22]=[CH:21][CH:20]=[CH:19][C:15]=1[C:16]1[NH:11][C:6]2[CH:5]=[C:4]([N+:1]([O-:3])=[O:2])[CH:9]=[CH:8][C:7]=2[N:10]=1. The yield is 0.760. (4) The yield is 0.370. The reactants are Br[C:2]1[CH:7]=[CH:6][C:5]([C:8]2[N:9]([CH2:14][CH:15]3[CH2:19][CH2:18][N:17]([C:20]([CH:22]4[CH2:24][CH2:23]4)=[O:21])[CH2:16]3)[C:10]([CH3:13])=[CH:11][N:12]=2)=[CH:4][CH:3]=1.[F:25][C:26]1[CH:31]=[CH:30][C:29](B(O)O)=[CH:28][CH:27]=1.CCOC(C)=O. The product is [CH:22]1([C:20]([N:17]2[CH2:18][CH2:19][CH:15]([CH2:14][N:9]3[C:10]([CH3:13])=[CH:11][N:12]=[C:8]3[C:5]3[CH:6]=[CH:7][C:2]([C:29]4[CH:30]=[CH:31][C:26]([F:25])=[CH:27][CH:28]=4)=[CH:3][CH:4]=3)[CH2:16]2)=[O:21])[CH2:24][CH2:23]1. The catalyst is CN(C=O)C.O.C1C=CC([P]([Pd]([P](C2C=CC=CC=2)(C2C=CC=CC=2)C2C=CC=CC=2)([P](C2C=CC=CC=2)(C2C=CC=CC=2)C2C=CC=CC=2)[P](C2C=CC=CC=2)(C2C=CC=CC=2)C2C=CC=CC=2)(C2C=CC=CC=2)C2C=CC=CC=2)=CC=1. (5) The reactants are C1CO[C:8]2[CH:7]=[CH:6][C:5]([NH:11][C:12]3[C:17]([F:18])=[CH:16][N:15]=[C:14]([NH:19][C:20]4[CH:25]=[CH:24][CH:23]=[C:22](O)C=4)[N:13]=3)=[CH:4][C:3]=2[O:2]1.ClC1N=C(NC2C=CC=[C:37]([OH:41])[CH:36]=2)C(F)=CN=1.CC1OC(C)=CC=1CN. No catalyst specified. The product is [CH3:36][C:37]1[O:41][C:23]([CH3:22])=[CH:24][C:25]=1[CH2:20][NH:19][C:14]1[N:13]=[C:12]([NH:11][C:5]2[CH:6]=[CH:7][CH:8]=[C:3]([OH:2])[CH:4]=2)[C:17]([F:18])=[CH:16][N:15]=1. The yield is 0.590. (6) The reactants are [C:1]1(=O)[CH2:8][CH2:7][CH2:6][CH2:5][CH2:4][CH2:3][CH2:2]1.[C-]#N.[K+].[C:13](=[O:16])([O-])[O-].[NH4+:17].[NH4+:18].[CH2:19]([OH:21])C. The catalyst is O. The product is [NH:17]1[C:1]2([CH2:8][CH2:7][CH2:6][CH2:5][CH2:4][CH2:3][CH2:2]2)[C:19](=[O:21])[NH:18][C:13]1=[O:16]. The yield is 0.730.